Dataset: Forward reaction prediction with 1.9M reactions from USPTO patents (1976-2016). Task: Predict the product of the given reaction. (1) Given the reactants [C:1]([O:5][C:6]([N:8]1[CH2:12][C@@H:11]([CH2:13][NH:14][C:15]([C:17]2[S:18][C:19]([Cl:22])=[CH:20][CH:21]=2)=[O:16])[C@H:10]([O:23]C(=O)C)[CH2:9]1)=[O:7])([CH3:4])([CH3:3])[CH3:2].N, predict the reaction product. The product is: [C:1]([O:5][C:6]([N:8]1[CH2:9][C@@H:10]([OH:23])[C@H:11]([CH2:13][NH:14][C:15]([C:17]2[S:18][C:19]([Cl:22])=[CH:20][CH:21]=2)=[O:16])[CH2:12]1)=[O:7])([CH3:4])([CH3:2])[CH3:3]. (2) Given the reactants [N:1]1[CH:6]=[CH:5][CH:4]=[N:3][C:2]=1[NH2:7].O[CH:9]1[C:17]2[C:12](=[CH:13][C:14]([O:20][CH3:21])=[CH:15][C:16]=2[O:18][CH3:19])[C:11](=[O:22])[O:10]1.CCCCCCC, predict the reaction product. The product is: [CH3:19][O:18][C:16]1[C:17]([CH:9]=[N:7][C:2]2[N:3]=[CH:4][CH:5]=[CH:6][N:1]=2)=[C:12]([CH:13]=[C:14]([O:20][CH3:21])[CH:15]=1)[C:11]([OH:22])=[O:10]. (3) Given the reactants [CH2:1]([N:8]1[C:12]([NH2:13])=[CH:11][C:10]([C:14]2[CH:19]=[CH:18][C:17]([Cl:20])=[CH:16][CH:15]=2)=[N:9]1)[C:2]1[CH:7]=[CH:6][CH:5]=[CH:4][CH:3]=1.[C:21](O)(=[O:24])[CH2:22][SH:23], predict the reaction product. The product is: [CH2:1]([N:8]1[C:12]([NH:13][C:21](=[O:24])[CH2:22][SH:23])=[CH:11][C:10]([C:14]2[CH:15]=[CH:16][C:17]([Cl:20])=[CH:18][CH:19]=2)=[N:9]1)[C:2]1[CH:3]=[CH:4][CH:5]=[CH:6][CH:7]=1. (4) Given the reactants [CH3:1][N:2]1[CH:6]=[C:5]([C:7]2[CH:12]=[CH:11][C:10]([NH:13][C:14]3[S:18][C:17]([C:19]([O:21][CH3:22])=[O:20])=[C:16]([O:23][CH2:24][C:25]4[CH:30]=[CH:29][CH:28]=[CH:27][CH:26]=4)[CH:15]=3)=[C:9]([N+:31]([O-])=O)[CH:8]=2)[CH:4]=[N:3]1.[CH3:34]OC(OC)OC.C(O)=O, predict the reaction product. The product is: [CH3:1][N:2]1[CH:6]=[C:5]([C:7]2[CH:12]=[CH:11][C:10]3[N:13]([C:14]4[S:18][C:17]([C:19]([O:21][CH3:22])=[O:20])=[C:16]([O:23][CH2:24][C:25]5[CH:30]=[CH:29][CH:28]=[CH:27][CH:26]=5)[CH:15]=4)[CH:34]=[N:31][C:9]=3[CH:8]=2)[CH:4]=[N:3]1. (5) Given the reactants [CH3:1][C:2]1[C:3]([CH:8]2[CH2:14][CH:13]=[CH:12][CH2:11][CH:10]([C:15]3[C:20]([CH3:21])=[CH:19][CH:18]=[CH:17][N:16]=3)[NH:9]2)=[N:4][CH:5]=[CH:6][CH:7]=1.Br[CH2:23][CH2:24][CH2:25][CH2:26][N:27]1[C:35](=[O:36])[C:34]2[C:29](=[CH:30][CH:31]=[CH:32][CH:33]=2)[C:28]1=[O:37].CCN(C(C)C)C(C)C, predict the reaction product. The product is: [CH3:1][C:2]1[C:3]([CH:8]2[CH2:14][CH:13]=[CH:12][CH2:11][CH:10]([C:15]3[C:20]([CH3:21])=[CH:19][CH:18]=[CH:17][N:16]=3)[N:9]2[CH2:23][CH2:24][CH2:25][CH2:26][N:27]2[C:35](=[O:36])[C:34]3[C:29](=[CH:30][CH:31]=[CH:32][CH:33]=3)[C:28]2=[O:37])=[N:4][CH:5]=[CH:6][CH:7]=1. (6) The product is: [CH2:1]([O:3][C:4]([C:6]1[CH:11]=[N:10][C:9]([NH:12][C:42](=[O:43])[CH:41]([C:45]2[CH:50]=[CH:49][C:48]([S:51]([CH3:54])(=[O:53])=[O:52])=[CH:47][CH:46]=2)[CH2:40][C:37]2[CH:36]=[CH:35][C:34]([F:33])=[CH:39][CH:38]=2)=[CH:8][N:7]=1)=[O:5])[CH3:2]. Given the reactants [CH2:1]([O:3][C:4]([C:6]1[CH:11]=[N:10][C:9]([NH2:12])=[CH:8][N:7]=1)=[O:5])[CH3:2].COC(C1C=NC(N)=CN=1)=O.CCN(C(C)C)C(C)C.[F:33][C:34]1[CH:39]=[CH:38][C:37]([CH2:40][CH:41]([C:45]2[CH:50]=[CH:49][C:48]([S:51]([CH3:54])(=[O:53])=[O:52])=[CH:47][CH:46]=2)[C:42](O)=[O:43])=[CH:36][CH:35]=1.CCN=C=NCCCN(C)C.Cl.Cl, predict the reaction product. (7) Given the reactants [OH:1][CH2:2][C@H:3]1[NH:7][C:6](=[O:8])[CH2:5][CH2:4]1.N1C=CN=C1.[Si:14](Cl)([C:17]([CH3:20])([CH3:19])[CH3:18])([CH3:16])[CH3:15], predict the reaction product. The product is: [Si:14]([O:1][CH2:2][C@H:3]1[NH:7][C:6](=[O:8])[CH2:5][CH2:4]1)([C:17]([CH3:20])([CH3:19])[CH3:18])([CH3:16])[CH3:15].